From a dataset of HIV replication inhibition screening data with 41,000+ compounds from the AIDS Antiviral Screen. Binary Classification. Given a drug SMILES string, predict its activity (active/inactive) in a high-throughput screening assay against a specified biological target. (1) The compound is O=C(O)C12C3C4C1C1C2C3C41C(=O)O. The result is 0 (inactive). (2) The compound is CS(=O)(=O)OCCNCC(O)C(O)CNCCOS(C)(=O)=O. The result is 0 (inactive).